From a dataset of Forward reaction prediction with 1.9M reactions from USPTO patents (1976-2016). Predict the product of the given reaction. (1) Given the reactants CCN(C(C)C)C(C)C.[NH2:10][C:11]1[N:16]=[CH:15][C:14]([C:17]#[C:18][C:19]2[CH:20]=[C:21]([CH:25]=[CH:26][CH:27]=2)[C:22]([OH:24])=O)=[CH:13][N:12]=1.[NH2:28][C:29]1[CH:33]=[CH:32][N:31]([CH:34]([CH3:36])[CH3:35])[N:30]=1.CN(C(ON1N=NC2C=CC=NC1=2)=[N+](C)C)C.F[P-](F)(F)(F)(F)F, predict the reaction product. The product is: [NH2:10][C:11]1[N:12]=[CH:13][C:14]([C:17]#[C:18][C:19]2[CH:20]=[C:21]([CH:25]=[CH:26][CH:27]=2)[C:22]([NH:28][C:29]2[CH:33]=[CH:32][N:31]([CH:34]([CH3:36])[CH3:35])[N:30]=2)=[O:24])=[CH:15][N:16]=1. (2) Given the reactants [CH2:1]([O:3][C:4](=[O:16])[CH2:5][C:6](=[O:15])[C:7]1[CH:12]=[CH:11][C:10]([O:13][CH3:14])=[CH:9][CH:8]=1)[CH3:2].[N+:17]([CH:20]=[CH:21][C:22]1[CH:30]=[CH:29][C:25]2OCOC=2C=1)([O-:19])=[O:18].[C:31]([O:34][CH2:35][CH3:36])(=[O:33])C.[C:37]1(C)C=CC=CC=1, predict the reaction product. The product is: [CH3:14][O:13][C:10]1[CH:9]=[CH:8][C:7]([C:6]([CH:5]([CH:22]([C:30]2[CH:29]=[CH:25][C:36]3[O:33][CH2:31][O:34][C:35]=3[CH:37]=2)[CH2:21][CH2:20][N+:17]([O-:19])=[O:18])[C:4]([O:3][CH2:1][CH3:2])=[O:16])=[O:15])=[CH:12][CH:11]=1. (3) The product is: [O:7]=[C:6]([C:8]1[CH:13]=[CH:12][CH:11]=[C:10]([C:14]([F:17])([F:16])[F:15])[CH:9]=1)[CH2:5][CH2:4][CH2:3][CH2:2][N:18]1[CH2:23][CH2:22][CH:21]([C:24]2[CH:25]=[C:26]([NH:30][C:31]([CH:33]3[CH2:34][CH2:35]3)=[O:32])[CH:27]=[CH:28][CH:29]=2)[CH2:20][CH2:19]1. Given the reactants Cl[CH2:2][CH2:3][CH2:4][CH2:5][C:6]([C:8]1[CH:13]=[CH:12][CH:11]=[C:10]([C:14]([F:17])([F:16])[F:15])[CH:9]=1)=[O:7].[NH:18]1[CH2:23][CH2:22][CH:21]([C:24]2[CH:25]=[C:26]([NH:30][C:31]([CH:33]3[CH2:35][CH2:34]3)=[O:32])[CH:27]=[CH:28][CH:29]=2)[CH2:20][CH2:19]1, predict the reaction product. (4) Given the reactants [Cl:1][C:2]1[CH:7]=[CH:6][C:5]([S:8]([CH:11]([C:21]2[CH:26]=[C:25]([F:27])[CH:24]=[CH:23][C:22]=2[F:28])[C:12]2[N:17]=[CH:16][C:15]([C:18](O)=[O:19])=[CH:14][CH:13]=2)(=[O:10])=[O:9])=[CH:4][CH:3]=1.C(N(CC)CC)C.Cl.C(N=C=NCCCN(C)C)C.[NH2:48][C:49]1[CH:54]=[CH:53][C:52]([Cl:55])=[CH:51][N:50]=1, predict the reaction product. The product is: [Cl:1][C:2]1[CH:7]=[CH:6][C:5]([S:8]([CH:11]([C:21]2[CH:26]=[C:25]([F:27])[CH:24]=[CH:23][C:22]=2[F:28])[C:12]2[CH:13]=[CH:14][C:15]([C:18]([NH:48][C:49]3[CH:54]=[CH:53][C:52]([Cl:55])=[CH:51][N:50]=3)=[O:19])=[CH:16][N:17]=2)(=[O:9])=[O:10])=[CH:4][CH:3]=1. (5) Given the reactants [CH3:1][C:2]1[C:7]([CH3:8])=[CH:6][CH:5]=[C:4]([NH2:9])[C:3]=1[NH2:10].[C:11]([O-])(O)=O.[Na+], predict the reaction product. The product is: [CH3:1][C:2]1[C:3]2[N:10]=[CH:11][NH:9][C:4]=2[CH:5]=[CH:6][C:7]=1[CH3:8].